From a dataset of NCI-60 drug combinations with 297,098 pairs across 59 cell lines. Regression. Given two drug SMILES strings and cell line genomic features, predict the synergy score measuring deviation from expected non-interaction effect. (1) Drug 1: CC12CCC(CC1=CCC3C2CCC4(C3CC=C4C5=CN=CC=C5)C)O. Drug 2: CC1C(C(CC(O1)OC2CC(CC3=C2C(=C4C(=C3O)C(=O)C5=C(C4=O)C(=CC=C5)OC)O)(C(=O)CO)O)N)O.Cl. Cell line: NCI-H522. Synergy scores: CSS=48.5, Synergy_ZIP=0.194, Synergy_Bliss=2.38, Synergy_Loewe=-17.9, Synergy_HSA=2.82. (2) Drug 1: CC1=C2C(C(=O)C3(C(CC4C(C3C(C(C2(C)C)(CC1OC(=O)C(C(C5=CC=CC=C5)NC(=O)OC(C)(C)C)O)O)OC(=O)C6=CC=CC=C6)(CO4)OC(=O)C)O)C)O. Drug 2: CN(CCCl)CCCl.Cl. Cell line: MOLT-4. Synergy scores: CSS=67.5, Synergy_ZIP=-2.39, Synergy_Bliss=-3.85, Synergy_Loewe=-8.53, Synergy_HSA=-2.98.